From a dataset of Reaction yield outcomes from USPTO patents with 853,638 reactions. Predict the reaction yield, written as a fraction of the theoretical maximum amount of product (1.0 means a 100% yield; for example, 0.34 means a 34% yield). (1) The reactants are [CH3:1][O:2][C:3](=[O:29])[NH:4][CH:5]([C:9]([N:11]1[CH2:15][CH2:14][CH2:13][CH:12]1[C:16]1[NH:17][C:18]([C:21]2[CH:26]=[CH:25][C:24]([C:27]#[CH:28])=[CH:23][CH:22]=2)=[CH:19][N:20]=1)=[O:10])[CH:6]([CH3:8])[CH3:7].[C:30]([O:34][C:35]([N:37]1[CH:42]([C:43]2[NH:44][C:45]([C:48]3[CH:53]=[CH:52][C:51](Br)=[CH:50][CH:49]=3)=[CH:46][N:47]=2)[CH:41]2[CH2:55][CH:38]1[CH2:39][CH2:40]2)=[O:36])([CH3:33])([CH3:32])[CH3:31].C(N(CC)CC)C.N#N. The catalyst is CN(C=O)C.C1C=CC([P]([Pd]([P](C2C=CC=CC=2)(C2C=CC=CC=2)C2C=CC=CC=2)([P](C2C=CC=CC=2)(C2C=CC=CC=2)C2C=CC=CC=2)[P](C2C=CC=CC=2)(C2C=CC=CC=2)C2C=CC=CC=2)(C2C=CC=CC=2)C2C=CC=CC=2)=CC=1.[Cu]I.CO.CCOC(C)=O. The product is [C:30]([O:34][C:35]([N:37]1[CH:42]([C:43]2[NH:44][C:45]([C:48]3[CH:53]=[CH:52][C:51]([C:28]#[C:27][C:24]4[CH:25]=[CH:26][C:21]([C:18]5[NH:17][C:16]([CH:12]6[CH2:13][CH2:14][CH2:15][N:11]6[C:9](=[O:10])[CH:5]([NH:4][C:3]([O:2][CH3:1])=[O:29])[CH:6]([CH3:8])[CH3:7])=[N:20][CH:19]=5)=[CH:22][CH:23]=4)=[CH:50][CH:49]=3)=[CH:46][N:47]=2)[CH:41]2[CH2:55][CH:38]1[CH2:39][CH2:40]2)=[O:36])([CH3:33])([CH3:31])[CH3:32]. The yield is 0.540. (2) The reactants are [H-].[Na+].[C:3]([CH:5]1[C:11]2([C:16]3[CH:21]=[CH:20][CH:19]=[CH:18][CH:17]=3)[N:12]([CH2:13][CH:14]=[CH2:15])[CH:7]([CH2:8][CH2:9][CH:10]2[OH:22])[CH2:6]1)#[N:4].[F:23][C:24]([F:38])([F:37])[C:25]1[CH:26]=[C:27]([CH:30]=[C:31]([C:33]([F:36])([F:35])[F:34])[CH:32]=1)[CH2:28]Br.C1OCCOCCOCCOCCOCCOC1. The catalyst is C1COCC1. The product is [F:23][C:24]([F:37])([F:38])[C:25]1[CH:26]=[C:27]([CH2:28][O:22][C@@H:10]2[CH2:9][CH2:8][C@@H:7]3[N:12]([CH2:13][CH:14]=[CH2:15])[C@@:11]2([C:16]2[CH:21]=[CH:20][CH:19]=[CH:18][CH:17]=2)[C@@H:5]([C:3]#[N:4])[CH2:6]3)[CH:30]=[C:31]([C:33]([F:34])([F:35])[F:36])[CH:32]=1. The yield is 0.740. (3) The reactants are [I:1][C:2]1[C:3]2[C:4](=[CH:8][NH:9][N:10]=2)[N:5]=[CH:6][CH:7]=1.I[CH3:12].[C:13](=O)([O-])[O-].[Cs+].[Cs+]. The catalyst is CN(C=O)C.O.C(#N)C.O. The product is [I:1][C:2]1[C:3]2[C:4](=[CH:8][N:9]([CH3:13])[N:10]=2)[N:5]=[CH:6][CH:7]=1.[I:1][C:2]1[CH:7]=[CH:6][N:5]=[C:4]2[CH:8]=[N:9][N:10]([CH3:12])[C:3]=12. The yield is 0.142. (4) The reactants are [Br:1][CH2:2][CH2:3][O:4][C:5]1[CH:10]=[CH:9][C:8]([OH:11])=[CH:7][CH:6]=1.Cl[C:13]1[S:14][C:15]2[CH:21]=[CH:20][CH:19]=[CH:18][C:16]=2[N:17]=1.C([O-])([O-])=O.[Cs+].[Cs+]. The catalyst is CC#N. The product is [Br:1][CH2:2][CH2:3][O:4][C:5]1[CH:10]=[CH:9][C:8]([O:11][C:13]2[S:14][C:15]3[CH:21]=[CH:20][CH:19]=[CH:18][C:16]=3[N:17]=2)=[CH:7][CH:6]=1. The yield is 0.470. (5) The reactants are [Cl:1][C:2]1[CH:3]=[C:4]([N:8]2[N:12]=[C:11]([CH:13]=[O:14])[CH:10]=[N:9]2)[CH:5]=[CH:6][CH:7]=1.[CH3:15][Mg]Cl.C1COCC1.[NH4+].[Cl-]. The catalyst is CCOCC. The product is [Cl:1][C:2]1[CH:3]=[C:4]([N:8]2[N:12]=[C:11]([CH:13]([OH:14])[CH3:15])[CH:10]=[N:9]2)[CH:5]=[CH:6][CH:7]=1. The yield is 1.00. (6) The reactants are [H-].[Al+3].[Li+].[H-].[H-].[H-].C[O:8][C:9]([C@H:11]1[CH2:16][CH2:15][C@H:14]([NH:17][CH2:18][C:19]2[CH:28]=[CH:27][C:22]3[O:23][CH2:24][CH2:25][O:26][C:21]=3[CH:20]=2)[CH2:13][CH2:12]1)=O. The catalyst is O1CCCC1. The product is [O:23]1[C:22]2[CH:27]=[CH:28][C:19]([CH2:18][NH:17][C@H:14]3[CH2:15][CH2:16][C@H:11]([CH2:9][OH:8])[CH2:12][CH2:13]3)=[CH:20][C:21]=2[O:26][CH2:25][CH2:24]1. The yield is 0.990. (7) The reactants are [Cl:1][C:2]1[CH:7]=[CH:6][C:5]([C:8](=[O:21])[CH2:9][N:10]2[C:15](=[O:16])[CH:14]=[CH:13][CH:12]=[C:11]2[C:17]([O:19]C)=[O:18])=[CH:4][CH:3]=1.[OH-].[Na+].Cl. The catalyst is CO.O. The product is [Cl:1][C:2]1[CH:7]=[CH:6][C:5]([C:8](=[O:21])[CH2:9][N:10]2[C:15](=[O:16])[CH:14]=[CH:13][CH:12]=[C:11]2[C:17]([OH:19])=[O:18])=[CH:4][CH:3]=1. The yield is 0.800.